From a dataset of Catalyst prediction with 721,799 reactions and 888 catalyst types from USPTO. Predict which catalyst facilitates the given reaction. (1) Reactant: [Cl:1][C:2]1[CH:3]=[C:4]([CH2:14][N:15]2[C:19]([CH3:20])=[CH:18][C:17]([C:21]([OH:23])=O)=[N:16]2)[C:5]2[O:9][C:8]([CH:10]([CH3:12])[CH3:11])=[CH:7][C:6]=2[CH:13]=1.CCN=C=NCCCN(C)C.C1C=CC2N(O)N=NC=2C=1.[NH2:45][C:46]1[CH:53]=[CH:52][C:49]([CH2:50][OH:51])=[CH:48][CH:47]=1. Product: [Cl:1][C:2]1[CH:3]=[C:4]([CH2:14][N:15]2[C:19]([CH3:20])=[CH:18][C:17]([C:21]([NH:45][C:46]3[CH:53]=[CH:52][C:49]([CH2:50][OH:51])=[CH:48][CH:47]=3)=[O:23])=[N:16]2)[C:5]2[O:9][C:8]([CH:10]([CH3:11])[CH3:12])=[CH:7][C:6]=2[CH:13]=1. The catalyst class is: 3. (2) Reactant: [C:1]([C:5]1[N:9]([CH2:10][CH:11]2[CH2:16][CH2:15][O:14][CH2:13][CH2:12]2)[C:8]2[CH:17]=[CH:18][C:19]([S:21](Cl)(=[O:23])=[O:22])=[CH:20][C:7]=2[N:6]=1)([CH3:4])([CH3:3])[CH3:2].[NH:25]1[CH2:28][CH:27]([NH:29][C:30](=[O:36])[O:31][C:32]([CH3:35])([CH3:34])[CH3:33])[CH2:26]1. Product: [C:1]([C:5]1[N:9]([CH2:10][CH:11]2[CH2:16][CH2:15][O:14][CH2:13][CH2:12]2)[C:8]2[CH:17]=[CH:18][C:19]([S:21]([N:25]3[CH2:28][CH:27]([NH:29][C:30](=[O:36])[O:31][C:32]([CH3:34])([CH3:33])[CH3:35])[CH2:26]3)(=[O:23])=[O:22])=[CH:20][C:7]=2[N:6]=1)([CH3:4])([CH3:3])[CH3:2]. The catalyst class is: 649. (3) Reactant: [NH2:1][C:2]1[NH:6][N:5]=[CH:4][C:3]=1[C:7]([C:9]1[S:10][CH:11]=[CH:12][CH:13]=1)=[O:8].CN(C)[CH:16]=[CH:17][C:18]([C:20]1[CH:21]=[CH:22][C:23]([O:31][CH3:32])=[C:24]([N:26]([CH3:30])[C:27](=[O:29])[CH3:28])[CH:25]=1)=O.C(OCC)(=O)C. Product: [CH3:32][O:31][C:23]1[CH:22]=[CH:21][C:20]([C:18]2[N:6]3[N:5]=[CH:4][C:3]([C:7]([C:9]4[S:10][CH:11]=[CH:12][CH:13]=4)=[O:8])=[C:2]3[N:1]=[CH:16][CH:17]=2)=[CH:25][C:24]=1[N:26]([CH3:30])[C:27](=[O:29])[CH3:28]. The catalyst class is: 15. (4) Reactant: [C:1]1([S:7](Cl)(=[O:9])=[O:8])[CH:6]=[CH:5][CH:4]=[CH:3][CH:2]=1.[NH2:11][C:12]1[CH:17]=[CH:16][CH:15]=[C:14]([S:18][CH2:19][CH2:20][C:21]2[CH:26]=[CH:25][C:24]([C:27]#[N:28])=[CH:23][CH:22]=2)[CH:13]=1.Cl. Product: [C:27]([C:24]1[CH:25]=[CH:26][C:21]([CH2:20][CH2:19][S:18][C:14]2[CH:13]=[C:12]([NH:11][S:7]([C:1]3[CH:6]=[CH:5][CH:4]=[CH:3][CH:2]=3)(=[O:9])=[O:8])[CH:17]=[CH:16][CH:15]=2)=[CH:22][CH:23]=1)#[N:28]. The catalyst class is: 298. (5) Reactant: [CH3:1][C:2]([CH3:24])([CH3:23])[CH2:3][N:4]1[C:12]2[C:7](=[N:8][C:9]([C:13]3[CH2:14][CH:15]4[CH2:19][NH:18][CH2:17][CH:16]4[CH:20]=3)=[CH:10][CH:11]=2)[N:6]([CH3:21])[C:5]1=[O:22].[O:25]1[CH:29]=[CH:28][C:27]([C:30](O)=[O:31])=[N:26]1.CCN(C(C)C)C(C)C.CN(C(ON1N=NC2C=CC=NC1=2)=[N+](C)C)C.F[P-](F)(F)(F)(F)F. Product: [CH3:1][C:2]([CH3:24])([CH3:23])[CH2:3][N:4]1[C:12]2[C:7](=[N:8][C:9]([C:13]3[CH2:14][CH:15]4[CH2:19][N:18]([C:30]([C:27]5[CH:28]=[CH:29][O:25][N:26]=5)=[O:31])[CH2:17][CH:16]4[CH:20]=3)=[CH:10][CH:11]=2)[N:6]([CH3:21])[C:5]1=[O:22]. The catalyst class is: 10.